From a dataset of Reaction yield outcomes from USPTO patents with 853,638 reactions. Predict the reaction yield, written as a fraction of the theoretical maximum amount of product (1.0 means a 100% yield; for example, 0.34 means a 34% yield). (1) The reactants are [Cl:1][C:2]1[C:6]([NH:7][C:8](=O)[CH3:9])=[CH:5][N:4]([C:11]2[CH:12]=[N:13][CH:14]=[CH:15][CH:16]=2)[N:3]=1.B(F)(F)F.CCOCC.[BH4-].[Na+].Cl.C(=O)(O)[O-].[Na+]. The catalyst is O.C(OCC)(=O)C.O1CCCC1. The product is [Cl:1][C:2]1[C:6]([NH:7][CH2:8][CH3:9])=[CH:5][N:4]([C:11]2[CH:12]=[N:13][CH:14]=[CH:15][CH:16]=2)[N:3]=1. The yield is 0.790. (2) The reactants are [Cl:1][C:2]1[N:7]=[C:6]([C:8](OCC)=[O:9])[C:5]([NH:13][CH:14]2[CH2:18][CH2:17][O:16][CH2:15]2)=[CH:4][N:3]=1.[NH3:19]. No catalyst specified. The product is [Cl:1][C:2]1[N:7]=[C:6]([C:8]([NH2:19])=[O:9])[C:5]([NH:13][CH:14]2[CH2:18][CH2:17][O:16][CH2:15]2)=[CH:4][N:3]=1. The yield is 0.760. (3) The reactants are [CH3:1][O:2][C:3]1[CH:37]=[C:36]([O:38][CH3:39])[CH:35]=[CH:34][C:4]=1[CH2:5][N:6]([C:29]1[S:33][N:32]=[CH:31][N:30]=1)[S:7]([C:10]1[CH:18]=[C:17]2[C:13]([C:14](B3OC(C)(C)C(C)(C)O3)=[CH:15][N:16]2[CH3:19])=[CH:12][CH:11]=1)(=[O:9])=[O:8].P([O-])([O-])([O-])=O.[K+].[K+].[K+].[Cl:48][C:49]1[CH:54]=[C:53]([C:55]([F:58])([F:57])[F:56])[CH:52]=[CH:51][C:50]=1I. The catalyst is C(OCC)(=O)C.CC(C)([P](C(C)(C)C)([Pd][P](C(C)(C)C)(C(C)(C)C)C(C)(C)C)C(C)(C)C)C. The product is [Cl:48][C:49]1[CH:54]=[C:53]([C:55]([F:56])([F:57])[F:58])[CH:52]=[CH:51][C:50]=1[C:14]1[C:13]2[C:17](=[CH:18][C:10]([S:7]([N:6]([CH2:5][C:4]3[CH:34]=[CH:35][C:36]([O:38][CH3:39])=[CH:37][C:3]=3[O:2][CH3:1])[C:29]3[S:33][N:32]=[CH:31][N:30]=3)(=[O:8])=[O:9])=[CH:11][CH:12]=2)[N:16]([CH3:19])[CH:15]=1. The yield is 0.742. (4) The reactants are [Cl:1][C:2]1[C:3]([O:12][C:13]2[CH:18]=[C:17]([O:19][CH:20]([CH3:22])[CH3:21])[CH:16]=[CH:15][C:14]=2/[CH:23]=[C:24](\[CH3:28])/[C:25](O)=[O:26])=[N:4][CH:5]=[C:6]([C:8]([F:11])([F:10])[F:9])[CH:7]=1.[N:29]1([S:34]([NH2:37])(=[O:36])=[O:35])[CH2:33][CH2:32][CH2:31][CH2:30]1.Cl.C(N=C=NCCCN(C)C)C.CN(C)C=O. The catalyst is CN(C)C1C=CN=CC=1.O. The product is [Cl:1][C:2]1[C:3]([O:12][C:13]2[CH:18]=[C:17]([O:19][CH:20]([CH3:22])[CH3:21])[CH:16]=[CH:15][C:14]=2/[CH:23]=[C:24](\[CH3:28])/[C:25]([NH:37][S:34]([N:29]2[CH2:33][CH2:32][CH2:31][CH2:30]2)(=[O:36])=[O:35])=[O:26])=[N:4][CH:5]=[C:6]([C:8]([F:10])([F:9])[F:11])[CH:7]=1. The yield is 0.260.